Dataset: Peptide-MHC class II binding affinity with 134,281 pairs from IEDB. Task: Regression. Given a peptide amino acid sequence and an MHC pseudo amino acid sequence, predict their binding affinity value. This is MHC class II binding data. (1) The peptide sequence is ARGPEGAQGPRGEPGT. The MHC is HLA-DQA10302-DQB10401 with pseudo-sequence HLA-DQA10303-DQB10402. The binding affinity (normalized) is 0. (2) The peptide sequence is EKDVTDITVKNCVLK. The MHC is DRB1_0101 with pseudo-sequence DRB1_0101. The binding affinity (normalized) is 0.229.